This data is from Reaction yield outcomes from USPTO patents with 853,638 reactions. The task is: Predict the reaction yield, written as a fraction of the theoretical maximum amount of product (1.0 means a 100% yield; for example, 0.34 means a 34% yield). (1) The reactants are Br[C:2]1[CH:7]=[CH:6][C:5]([N+:8]([O-:10])=[O:9])=[C:4]([F:11])[CH:3]=1.[CH:12]1(B(O)O)[CH2:14][CH2:13]1.P([O-])([O-])([O-])=O.[K+].[K+].[K+]. The catalyst is C1(C)C=CC=CC=1.O.C([O-])(=O)C.[Pd+2].C([O-])(=O)C.F[B-](F)(F)F.C1([PH+](C2CCCCC2)C2CCCCC2)CCCCC1. The product is [CH:12]1([C:2]2[CH:7]=[CH:6][C:5]([N+:8]([O-:10])=[O:9])=[C:4]([F:11])[CH:3]=2)[CH2:14][CH2:13]1. The yield is 0.880. (2) The reactants are [F:1][C:2]1[CH:19]=[CH:18][C:5]([O:6][CH2:7][CH2:8][CH2:9][NH:10][C:11](=[O:17])[O:12][C:13]([CH3:16])([CH3:15])[CH3:14])=[C:4]([C@H:20]2[CH2:24][CH2:23][CH2:22][N:21]2[C:25]2[CH:30]=[CH:29][N:28]3[N:31]=[CH:32][C:33]([CH:34]=[O:35])=[C:27]3[N:26]=2)[CH:3]=1.[BH4-].[Na+]. The catalyst is CO.[Cl-].[Na+].O. The product is [F:1][C:2]1[CH:19]=[CH:18][C:5]([O:6][CH2:7][CH2:8][CH2:9][NH:10][C:11](=[O:17])[O:12][C:13]([CH3:16])([CH3:14])[CH3:15])=[C:4]([C@H:20]2[CH2:24][CH2:23][CH2:22][N:21]2[C:25]2[CH:30]=[CH:29][N:28]3[N:31]=[CH:32][C:33]([CH2:34][OH:35])=[C:27]3[N:26]=2)[CH:3]=1. The yield is 1.01. (3) The product is [OH:17][CH:15]1[CH2:14][NH:13][C@H:12]([CH2:11][OH:10])[CH2:16]1.[P:62]([NH2:70])([O-:61])[O:79][N:24]1[C:32](=[O:33])[C:31]2=[CH:30][CH:29]=[CH:28][CH:27]=[C:26]2[C:25]1=[O:34]. The reactants are COC1C=CC(C(C2C=CC(OC)=CC=2)[O:10][CH:11](C2C=CC=CC=2)[CH:12]2[CH2:16][CH:15]([OH:17])[CH2:14][N:13]2C(=O)CCCCC[N:24]2[C:32](=[O:33])[C:31]3[C:26](=[CH:27][CH:28]=[CH:29][CH:30]=3)[C:25]2=[O:34])=CC=1.C1(C)C=CC=CC=1.C(CC[O:61][P:62]([N:70](C(C)C)C(C)C)N(C(C)C)C(C)C)#N.C(OCC)(=[O:79])C. The yield is 0.890. The catalyst is ClCCl.CCCCCC. (4) The reactants are [CH:1]#[C:2][CH2:3][CH2:4][CH2:5][CH2:6][CH2:7][CH2:8][CH3:9].CN(P(N(C)C)(N(C)C)=O)C.I[CH2:22][CH2:23][CH2:24][CH2:25][CH2:26][O:27][CH:28]1[CH2:33][CH2:32][CH2:31][CH2:30][O:29]1. The catalyst is C1COCC1.[Li]CCCC. The product is [CH2:26]([O:27][CH:28]1[CH2:33][CH2:32][CH2:31][CH2:30][O:29]1)[CH2:25][CH2:24][CH2:23][CH2:22][C:1]#[C:2][CH2:3][CH2:4][CH2:5][CH2:6][CH2:7][CH2:8][CH3:9]. The yield is 0.700.